This data is from Full USPTO retrosynthesis dataset with 1.9M reactions from patents (1976-2016). The task is: Predict the reactants needed to synthesize the given product. The reactants are: [CH:1]([O:4][C:5]1[CH:13]=[CH:12][C:11]([S:14]([CH3:17])(=[O:16])=[O:15])=[CH:10][C:6]=1[C:7]([OH:9])=O)([CH3:3])[CH3:2].Cl.[N:19]1([C:25]2[O:26][C:27]3[CH:33]=[CH:32][CH:31]=[CH:30][C:28]=3[N:29]=2)[CH2:24][CH2:23][NH:22][CH2:21][CH2:20]1. Given the product [O:26]1[C:27]2[CH:33]=[CH:32][CH:31]=[CH:30][C:28]=2[N:29]=[C:25]1[N:19]1[CH2:20][CH2:21][N:22]([C:7]([C:6]2[CH:10]=[C:11]([S:14]([CH3:17])(=[O:16])=[O:15])[CH:12]=[CH:13][C:5]=2[O:4][CH:1]([CH3:2])[CH3:3])=[O:9])[CH2:23][CH2:24]1, predict the reactants needed to synthesize it.